This data is from Forward reaction prediction with 1.9M reactions from USPTO patents (1976-2016). The task is: Predict the product of the given reaction. Given the reactants [C:1]1([CH3:19])[CH:6]=[CH:5][C:4]([S:7]([N:10]2[CH:14]=[CH:13][C:12]([C:15](OC)=[O:16])=[CH:11]2)(=[O:9])=[O:8])=[CH:3][CH:2]=1.[Li+].[BH4-].CCCCCC.C(OCC)(=O)C, predict the reaction product. The product is: [C:1]1([CH3:19])[CH:2]=[CH:3][C:4]([S:7]([N:10]2[CH:14]=[CH:13][C:12]([CH2:15][OH:16])=[CH:11]2)(=[O:9])=[O:8])=[CH:5][CH:6]=1.